Dataset: Full USPTO retrosynthesis dataset with 1.9M reactions from patents (1976-2016). Task: Predict the reactants needed to synthesize the given product. (1) Given the product [C:11]([NH:10][C:8]([C:3]1[C:2]([OH:1])=[N:7][CH:6]=[CH:5][N:4]=1)=[O:9])(=[O:13])[CH3:12], predict the reactants needed to synthesize it. The reactants are: [OH:1][C:2]1[C:3]([C:8]([NH2:10])=[O:9])=[N:4][CH:5]=[CH:6][N:7]=1.[C:11](OC(=O)C)(=[O:13])[CH3:12]. (2) Given the product [Cl:2][C:3]1[CH:13]=[CH:12][C:6]([O:7][CH2:8][C:9]([OH:11])=[O:10])=[C:5]([OH:14])[CH:4]=1, predict the reactants needed to synthesize it. The reactants are: [Br-].[Cl:2][C:3]1[CH:13]=[CH:12][C:6]([O:7][CH2:8][C:9]([OH:11])=[O:10])=[C:5]([O:14]C)[CH:4]=1. (3) Given the product [NH2:1][C:4]1[C:13]2[C:8](=[CH:9][C:10]([CH2:14][N:15]3[CH2:20][CH2:19][N:18]([S:21]([C:24]4[S:28][C:27]5[CH:29]=[C:30]([Cl:33])[CH:31]=[CH:32][C:26]=5[CH:25]=4)(=[O:22])=[O:23])[CH2:17][C:16]3=[O:34])=[CH:11][CH:12]=2)[N:7]=[CH:6][CH:5]=1, predict the reactants needed to synthesize it. The reactants are: [N:1]([C:4]1[C:13]2[C:8](=[CH:9][C:10]([CH2:14][N:15]3[CH2:20][CH2:19][N:18]([S:21]([C:24]4[S:28][C:27]5[CH:29]=[C:30]([Cl:33])[CH:31]=[CH:32][C:26]=5[CH:25]=4)(=[O:23])=[O:22])[CH2:17][C:16]3=[O:34])=[CH:11][CH:12]=2)[N:7]=[CH:6][CH:5]=1)=[N+]=[N-]. (4) The reactants are: C(N(CC)CC)C.[CH3:8][OH:9].I[C:11]1[CH:16]=[CH:15][N:14]([CH:17]2[CH2:22][CH2:21][N:20]([C:23]([O:25][C:26]([CH3:29])([CH3:28])[CH3:27])=[O:24])[CH2:19][CH2:18]2)[C:13](=[O:30])[C:12]=1[CH3:31].[C]=O.CN([CH:37]=[O:38])C. Given the product [C:26]([O:25][C:23]([N:20]1[CH2:21][CH2:22][CH:17]([N:14]2[CH:15]=[CH:16][C:11]([C:8]([O:38][CH3:37])=[O:9])=[C:12]([CH3:31])[C:13]2=[O:30])[CH2:18][CH2:19]1)=[O:24])([CH3:29])([CH3:28])[CH3:27], predict the reactants needed to synthesize it. (5) Given the product [CH2:27]([O:29][C:25]([C:22]1[CH:21]=[CH:20][C:19]([C:17]2[CH:16]=[N:15][C:10]3[NH:11][CH2:12][C:13](=[O:14])[N:8]([CH2:1][C:2]4[CH:3]=[CH:4][CH:5]=[CH:6][CH:7]=4)[C:9]=3[CH:18]=2)=[CH:24][N:23]=1)=[O:31])[CH3:28], predict the reactants needed to synthesize it. The reactants are: [CH2:1]([N:8]1[C:13](=[O:14])[CH2:12][NH:11][C:10]2[N:15]=[CH:16][C:17]([C:19]3[CH:20]=[CH:21][C:22]([C:25]#N)=[N:23][CH:24]=3)=[CH:18][C:9]1=2)[C:2]1[CH:7]=[CH:6][CH:5]=[CH:4][CH:3]=1.[CH2:27]([OH:29])[CH3:28].Cl.[O:31]1CCOCC1. (6) Given the product [CH2:10]([O:12][C:13]1[CH:34]=[CH:33][CH:32]=[CH:31][C:14]=1[O:15][C@@H:16]1[CH2:21][CH2:20][CH2:19][N:18]([C:22]2[N:27]=[CH:26][C:25]([C:28]([NH:48][CH2:49][C:50]3[CH:51]=[C:52]([CH:57]=[CH:58][CH:59]=3)[C:53]([OH:55])=[O:54])=[O:29])=[CH:24][N:23]=2)[CH2:17]1)[CH3:11], predict the reactants needed to synthesize it. The reactants are: C(N(CC)C(C)C)(C)C.[CH2:10]([O:12][C:13]1[CH:34]=[CH:33][CH:32]=[CH:31][C:14]=1[O:15][C@@H:16]1[CH2:21][CH2:20][CH2:19][N:18]([C:22]2[N:27]=[CH:26][C:25]([C:28](O)=[O:29])=[CH:24][N:23]=2)[CH2:17]1)[CH3:11].C(N1C=CN=C1)(N1C=CN=C1)=O.Cl.[NH2:48][CH2:49][C:50]1[CH:51]=[C:52]([CH:57]=[CH:58][CH:59]=1)[C:53]([O:55]C)=[O:54].[OH-].[K+].